From a dataset of Forward reaction prediction with 1.9M reactions from USPTO patents (1976-2016). Predict the product of the given reaction. (1) Given the reactants [Cl:1][C:2]1[C:3]([S:24]([N:27]([CH2:37][C:38]2[CH:43]=[CH:42][C:41]([O:44][CH3:45])=[CH:40][CH:39]=2)[CH2:28][C:29]2[CH:34]=[CH:33][C:32]([O:35][CH3:36])=[CH:31][CH:30]=2)(=[O:26])=[O:25])=[N:4][CH:5]=[C:6]([C:9]([N:11]2[CH2:16][CH2:15][CH:14]([C:17]3[CH:22]=[CH:21][C:20]([F:23])=[CH:19][CH:18]=3)[CH2:13][CH2:12]2)=[O:10])[C:7]=1Cl.[NH2:46][C:47]1[CH:54]=[CH:53][C:52]([O:55][C:56]([F:59])([F:58])[F:57])=[CH:51][C:48]=1[C:49]#[N:50].C1(P(C2C=CC=CC=2)C2C3OC4C(=CC=CC=4P(C4C=CC=CC=4)C4C=CC=CC=4)C(C)(C)C=3C=CC=2)C=CC=CC=1.C(=O)([O-])[O-].[Cs+].[Cs+].[Cl-].[NH4+], predict the reaction product. The product is: [Cl:1][C:2]1[C:3]([S:24]([N:27]([CH2:37][C:38]2[CH:39]=[CH:40][C:41]([O:44][CH3:45])=[CH:42][CH:43]=2)[CH2:28][C:29]2[CH:34]=[CH:33][C:32]([O:35][CH3:36])=[CH:31][CH:30]=2)(=[O:26])=[O:25])=[N:4][CH:5]=[C:6]([C:9]([N:11]2[CH2:12][CH2:13][CH:14]([C:17]3[CH:18]=[CH:19][C:20]([F:23])=[CH:21][CH:22]=3)[CH2:15][CH2:16]2)=[O:10])[C:7]=1[NH:46][C:47]1[CH:54]=[CH:53][C:52]([O:55][C:56]([F:57])([F:58])[F:59])=[CH:51][C:48]=1[C:49]#[N:50]. (2) Given the reactants [F:1][C:2]1[CH:50]=[CH:49][CH:48]=[C:47]([F:51])[C:3]=1[C:4]([NH:6][C:7]1[CH:12]=[C:11]([C:13]2[C:21]([C:22]3[CH:27]=[CH:26][N:25]=[C:24]([NH:28][C:29]4[CH:38]=[C:37]5[C:32]([CH2:33][CH2:34][N:35](C(=O)C(F)(F)F)[CH2:36]5)=[CH:31][CH:30]=4)[N:23]=3)=[C:16]3[CH:17]=[CH:18][CH:19]=[CH:20][N:15]3[N:14]=2)[CH:10]=[CH:9][C:8]=1[O:45][CH3:46])=[O:5].C1COCC1.[Li+].[OH-], predict the reaction product. The product is: [F:51][C:47]1[CH:48]=[CH:49][CH:50]=[C:2]([F:1])[C:3]=1[C:4]([NH:6][C:7]1[CH:12]=[C:11]([C:13]2[C:21]([C:22]3[CH:27]=[CH:26][N:25]=[C:24]([NH:28][C:29]4[CH:38]=[C:37]5[C:32]([CH2:33][CH2:34][NH:35][CH2:36]5)=[CH:31][CH:30]=4)[N:23]=3)=[C:16]3[CH:17]=[CH:18][CH:19]=[CH:20][N:15]3[N:14]=2)[CH:10]=[CH:9][C:8]=1[O:45][CH3:46])=[O:5]. (3) Given the reactants [CH2:1]([O:3][C:4](=[O:19])[CH:5]=[C:6]([O:8][C:9]1[CH:14]=[CH:13][CH:12]=[C:11]([C:15]([F:18])([F:17])[F:16])[CH:10]=1)[CH3:7])[CH3:2].[Br:20]N1C(=O)CCC1=O.C(OOC(=O)C1C=CC=CC=1)(=O)C1C=CC=CC=1, predict the reaction product. The product is: [CH2:1]([O:3][C:4](=[O:19])[CH:5]=[C:6]([O:8][C:9]1[CH:14]=[CH:13][CH:12]=[C:11]([C:15]([F:16])([F:18])[F:17])[CH:10]=1)[CH2:7][Br:20])[CH3:2]. (4) Given the reactants [F:1][C@@H:2]1[CH2:19][C@@:18]2([CH3:20])[C:5]([C:6]([O:22]C)=[CH:7][C@@H:8]3[C@@H:17]2[CH2:16][CH2:15][C@@:13]2([CH3:14])[C@H:9]3[CH2:10][CH2:11][C@@H:12]2[OH:21])=[CH:4][C:3]1=[O:24], predict the reaction product. The product is: [F:1][C@@H:2]1[CH2:19][C@@:18]2([CH3:20])[C:5]([C:6](=[O:22])[CH2:7][C@@H:8]3[C@@H:17]2[CH2:16][CH2:15][C@@:13]2([CH3:14])[C@H:9]3[CH2:10][CH2:11][C@@H:12]2[OH:21])=[CH:4][C:3]1=[O:24]. (5) Given the reactants [C:1]([NH:8][C@H:9]([C:13]([OH:15])=O)[CH:10]([CH3:12])[CH3:11])([O:3][C:4]([CH3:7])([CH3:6])[CH3:5])=[O:2].CCN(C(C)C)C(C)C.CN(C(ON1N=NC2C=CC=NC1=2)=[N+](C)C)C.F[P-](F)(F)(F)(F)F.Cl.[F:50][C:51]1[CH:59]=[C:58]2[C:54]([C:55]([C:60]3[CH:61]=[N:62][N:63]([CH:65]4[CH2:70][CH2:69][NH:68][CH2:67][CH2:66]4)[CH:64]=3)=[CH:56][NH:57]2)=[CH:53][CH:52]=1, predict the reaction product. The product is: [F:50][C:51]1[CH:59]=[C:58]2[C:54]([C:55]([C:60]3[CH:61]=[N:62][N:63]([CH:65]4[CH2:70][CH2:69][N:68]([C:13](=[O:15])[C@@H:9]([NH:8][C:1](=[O:2])[O:3][C:4]([CH3:5])([CH3:6])[CH3:7])[CH:10]([CH3:11])[CH3:12])[CH2:67][CH2:66]4)[CH:64]=3)=[CH:56][NH:57]2)=[CH:53][CH:52]=1. (6) Given the reactants [NH:1]1[CH:5]=[CH:4][C:3]([O:6][CH2:7][C:8]2[C:13]([CH3:14])=[CH:12][CH:11]=[CH:10][C:9]=2[N:15]2[C:19](=[O:20])[N:18]([CH3:21])[N:17]=[N:16]2)=[N:2]1.[Cl:22][C:23]1[CH:28]=[CH:27][C:26](B(O)O)=[CH:25][C:24]=1[F:32].N1C=CC=CC=1.C(#N)C, predict the reaction product. The product is: [Cl:22][C:23]1[CH:28]=[CH:27][C:26]([N:1]2[CH:5]=[CH:4][C:3]([O:6][CH2:7][C:8]3[C:13]([CH3:14])=[CH:12][CH:11]=[CH:10][C:9]=3[N:15]3[C:19](=[O:20])[N:18]([CH3:21])[N:17]=[N:16]3)=[N:2]2)=[CH:25][C:24]=1[F:32]. (7) Given the reactants [NH2:1][C:2]1[CH:7]=[CH:6][CH:5]=[C:4]([CH3:8])[CH:3]=1.[OH-].[Na+].[CH3:11][C:12]1[CH:20]=[CH:19][CH:18]=[CH:17][C:13]=1[C:14](Cl)=[O:15], predict the reaction product. The product is: [CH3:11][C:12]1[CH:20]=[CH:19][CH:18]=[CH:17][C:13]=1[C:14]([NH:1][C:2]1[CH:3]=[C:4]([CH3:8])[CH:5]=[CH:6][CH:7]=1)=[O:15].